This data is from Forward reaction prediction with 1.9M reactions from USPTO patents (1976-2016). The task is: Predict the product of the given reaction. (1) Given the reactants [C:1]([N:5]1[C:9](=[O:10])[NH:8][C:7]([C:11]2[CH:12]=[C:13]([CH:22]=[CH:23][C:24]=2[Cl:25])[CH2:14][NH:15]C(=O)C(F)(F)F)=[N:6]1)([CH3:4])([CH3:3])[CH3:2].[OH-].[K+].O, predict the reaction product. The product is: [C:1]([N:5]1[C:9](=[O:10])[NH:8][C:7]([C:11]2[CH:12]=[C:13]([CH2:14][NH2:15])[CH:22]=[CH:23][C:24]=2[Cl:25])=[N:6]1)([CH3:4])([CH3:2])[CH3:3]. (2) Given the reactants [NH2:1][CH2:2][CH2:3][C@@H:4]([N:16]1[C:24](=[O:25])[C:23]2[C:18](=[CH:19][CH:20]=[CH:21][C:22]=2[NH:26][C:27]([CH:29]2[CH2:31][CH2:30]2)=[O:28])[CH2:17]1)[C:5]1[CH:10]=[CH:9][C:8]([O:11][CH3:12])=[C:7]([O:13][CH2:14][CH3:15])[CH:6]=1.C(N(CC)CC)C.[CH3:39][S:40](Cl)(=[O:42])=[O:41], predict the reaction product. The product is: [CH2:14]([O:13][C:7]1[CH:6]=[C:5]([C@H:4]([N:16]2[C:24](=[O:25])[C:23]3[C:18](=[CH:19][CH:20]=[CH:21][C:22]=3[NH:26][C:27]([CH:29]3[CH2:31][CH2:30]3)=[O:28])[CH2:17]2)[CH2:3][CH2:2][NH:1][S:40]([CH3:39])(=[O:42])=[O:41])[CH:10]=[CH:9][C:8]=1[O:11][CH3:12])[CH3:15]. (3) Given the reactants Br[C:2]1[CH:7]=[C:6]([Cl:8])[C:5]([N:9]2[C:13]3=[N:14][C:15]([CH2:19][C:20]4[CH:25]=[CH:24][CH:23]=[C:22]([O:26][CH3:27])[CH:21]=4)=[N:16][C:17](=[O:18])[C:12]3=[C:11]([CH:28]([CH3:30])[CH3:29])[NH:10]2)=[C:4]([Cl:31])[CH:3]=1.C([Mg]Cl)(C)C.CN([CH:40]=[O:41])C, predict the reaction product. The product is: [Cl:8][C:6]1[CH:7]=[C:2]([CH:40]=[O:41])[CH:3]=[C:4]([Cl:31])[C:5]=1[N:9]1[C:13]2=[N:14][C:15]([CH2:19][C:20]3[CH:25]=[CH:24][CH:23]=[C:22]([O:26][CH3:27])[CH:21]=3)=[N:16][C:17](=[O:18])[C:12]2=[C:11]([CH:28]([CH3:30])[CH3:29])[NH:10]1. (4) Given the reactants [CH2:1](N1CCC[C@@H](OC2C(Cl)=CC(C(OC(C)(C)C)=O)=C(F)C=2)C1)[C:2]1[CH:7]=CC=CC=1.[C:30]([O:34][C:35]([C:37]1[C:61]([F:62])=[CH:60][C:40]([O:41][CH2:42][C@H:43]2[CH2:48][N:47]([C:49]([O:51][CH2:52][C:53]3[CH:58]=[CH:57][CH:56]=[CH:55][CH:54]=3)=[O:50])[C@H:46]([CH3:59])[CH2:45][CH2:44]2)=[C:39](Cl)[CH:38]=1)=[O:36])([CH3:33])([CH3:32])[CH3:31], predict the reaction product. The product is: [C:30]([O:34][C:35]([C:37]1[C:61]([F:62])=[CH:60][C:40]([O:41][CH2:42][C@H:43]2[CH2:48][N:47]([C:49]([O:51][CH2:52][C:53]3[CH:58]=[CH:57][CH:56]=[CH:55][CH:54]=3)=[O:50])[C@H:46]([CH3:59])[CH2:45][CH2:44]2)=[C:39]([CH:7]2[CH2:2][CH2:1]2)[CH:38]=1)=[O:36])([CH3:33])([CH3:32])[CH3:31].